This data is from Peptide-MHC class I binding affinity with 185,985 pairs from IEDB/IMGT. The task is: Regression. Given a peptide amino acid sequence and an MHC pseudo amino acid sequence, predict their binding affinity value. This is MHC class I binding data. (1) The peptide sequence is DLSNSMRDF. The MHC is HLA-B40:01 with pseudo-sequence HLA-B40:01. The binding affinity (normalized) is 0.0847. (2) The peptide sequence is YTIDLNDAF. The MHC is HLA-C12:03 with pseudo-sequence HLA-C12:03. The binding affinity (normalized) is 0.619. (3) The peptide sequence is RVYAELAAL. The MHC is HLA-C06:02 with pseudo-sequence HLA-C06:02. The binding affinity (normalized) is 0.0847. (4) The peptide sequence is TVYPKTHYV. The MHC is HLA-B40:01 with pseudo-sequence HLA-B40:01. The binding affinity (normalized) is 0.0847. (5) The peptide sequence is LYGMWPLLLL. The MHC is Patr-A0701 with pseudo-sequence Patr-A0701. The binding affinity (normalized) is 0.827. (6) The peptide sequence is FLVPFVVFL. The MHC is HLA-A68:02 with pseudo-sequence HLA-A68:02. The binding affinity (normalized) is 0.962. (7) The peptide sequence is GTEKLTITY. The MHC is HLA-B40:01 with pseudo-sequence HLA-B40:01. The binding affinity (normalized) is 0.0847.